From a dataset of Full USPTO retrosynthesis dataset with 1.9M reactions from patents (1976-2016). Predict the reactants needed to synthesize the given product. (1) Given the product [C:1]([NH:5][C:6]([C:8]1[C:9]([C:21]2[S:22][C:23]3[CH2:28][CH2:27][CH2:26][C:24]=3[N:25]=2)=[N:10][NH:11][CH:12]=1)=[O:7])([CH3:4])([CH3:2])[CH3:3], predict the reactants needed to synthesize it. The reactants are: [C:1]([NH:5][C:6]([C:8]1[C:9]([C:21]2[S:22][C:23]3[CH2:28][CH2:27][CH2:26][C:24]=3[N:25]=2)=[N:10][N:11](COCC[Si](C)(C)C)[CH:12]=1)=[O:7])([CH3:4])([CH3:3])[CH3:2].FC(F)(F)C(O)=O. (2) Given the product [OH:37][C:29]1[CH:28]=[CH:27][C:26]([CH:24]([OH:25])[CH2:23][NH:22][CH:18]2[CH2:19][CH2:20][N:15]([C:12]3[CH:13]=[CH:14][C:9]([CH2:8][CH:4]4[S:3][C:2](=[NH:1])[NH:6][C:5]4=[O:7])=[CH:10][CH:11]=3)[CH2:16][CH2:17]2)=[CH:31][C:30]=1[NH:32][S:33]([CH3:36])(=[O:35])=[O:34], predict the reactants needed to synthesize it. The reactants are: [NH:1]=[C:2]1[NH:6][C:5](=[O:7])[CH:4]([CH2:8][C:9]2[CH:14]=[CH:13][C:12]([N:15]3[CH2:20][CH2:19][C:18](=O)[CH2:17][CH2:16]3)=[CH:11][CH:10]=2)[S:3]1.[NH2:22][CH2:23][CH:24]([C:26]1[CH:27]=[CH:28][C:29]([OH:37])=[C:30]([NH:32][S:33]([CH3:36])(=[O:35])=[O:34])[CH:31]=1)[OH:25]. (3) Given the product [OH:38][CH2:39][CH2:40][N:41]([CH3:42])[C@H:18]1[CH2:19][CH2:20][N:16]([C:6]2[N:7]3[C:8](=[N:9][C:10]4[CH:15]=[CH:14][CH:13]=[CH:12][C:11]=43)[C:3]([C:1]#[N:2])=[C:4]([CH3:35])[C:5]=2[C:29]2[CH:34]=[CH:33][CH:32]=[CH:31][CH:30]=2)[CH2:17]1, predict the reactants needed to synthesize it. The reactants are: [C:1]([C:3]1[C:8]2=[N:9][C:10]3[CH:15]=[CH:14][CH:13]=[CH:12][C:11]=3[N:7]2[C:6]([N:16]2[CH2:20][CH2:19][C@@H:18](CNCC(OCC)=O)[CH2:17]2)=[C:5]([C:29]2[CH:34]=[CH:33][CH:32]=[CH:31][CH:30]=2)[C:4]=1[CH3:35])#[N:2].Cl.Cl.[OH:38][CH2:39][CH2:40][N:41](C)[C@H:42]1CCNC1.C(N(CC)CC)C.ClC1N2C(=NC3C=CC=CC=32)C(C#N)=C(C)C=1C1C=CC=CC=1.